From a dataset of Forward reaction prediction with 1.9M reactions from USPTO patents (1976-2016). Predict the product of the given reaction. (1) Given the reactants [CH3:1][C@@H:2]1[CH2:6][O:5][C:4](=[O:7])[N:3]1[C:8]1[CH:16]=[CH:15][C:11]([C:12]([OH:14])=O)=[CH:10][CH:9]=1.[ClH:17].[CH:18]1([C:21]2[C:22]([N:31]3[CH2:36][CH2:35][NH:34][CH2:33][CH2:32]3)=[N:23][CH:24]=[C:25]([C:27]([F:30])([F:29])[F:28])[CH:26]=2)[CH2:20][CH2:19]1, predict the reaction product. The product is: [ClH:17].[CH:18]1([C:21]2[C:22]([N:31]3[CH2:36][CH2:35][N:34]([C:12]([C:11]4[CH:10]=[CH:9][C:8]([N:3]5[C@H:2]([CH3:1])[CH2:6][O:5][C:4]5=[O:7])=[CH:16][CH:15]=4)=[O:14])[CH2:33][CH2:32]3)=[N:23][CH:24]=[C:25]([C:27]([F:30])([F:28])[F:29])[CH:26]=2)[CH2:19][CH2:20]1. (2) Given the reactants CC(C)([O-])C.[K+].[C:7]1([C:13]2[N:14]=[N:15][N:16]([CH2:18][C:19]3[CH:20]=[C:21]([CH:24]=[CH:25][CH:26]=3)[CH:22]=O)[CH:17]=2)[CH:12]=[CH:11][CH:10]=[CH:9][CH:8]=1.[C:27]([O:30][CH2:31]C)(=[O:29])[CH3:28], predict the reaction product. The product is: [CH3:31][O:30][C:27](=[O:29])/[CH:28]=[CH:22]/[C:21]1[CH:24]=[CH:25][CH:26]=[C:19]([CH2:18][N:16]2[CH:17]=[C:13]([C:7]3[CH:12]=[CH:11][CH:10]=[CH:9][CH:8]=3)[N:14]=[N:15]2)[CH:20]=1. (3) Given the reactants [C:1]1([C:7]2[O:11][C:10]([SH:12])=[N:9][N:8]=2)[CH:6]=[CH:5][CH:4]=[CH:3][CH:2]=1.[C:13](=O)([O-])[O-].[K+].[K+].IC.CN(C=O)C, predict the reaction product. The product is: [CH3:13][S:12][C:10]1[O:11][C:7]([C:1]2[CH:2]=[CH:3][CH:4]=[CH:5][CH:6]=2)=[N:8][N:9]=1. (4) Given the reactants [C:1]([O:5][C:6]([N:8]([C:50]([O:52][C:53]([CH3:56])([CH3:55])[CH3:54])=[O:51])[C:9]1[N:10]=[CH:11][C:12]([C:36]2[CH:37]=[CH:38][C:39](=[O:49])[N:40]([CH:42]([CH3:48])[C:43]([O:45]CC)=[O:44])[CH:41]=2)=[N:13][C:14]=1[C:15]1[O:19][N:18]=[C:17]([C:20]2[CH:25]=[CH:24][C:23]([CH2:26][N:27]([C:29]([O:31][C:32]([CH3:35])([CH3:34])[CH3:33])=[O:30])[CH3:28])=[CH:22][CH:21]=2)[CH:16]=1)=[O:7])([CH3:4])([CH3:3])[CH3:2].[Li+].[OH-].Cl, predict the reaction product. The product is: [C:53]([O:52][C:50]([N:8]([C:6]([O:5][C:1]([CH3:2])([CH3:4])[CH3:3])=[O:7])[C:9]1[N:10]=[CH:11][C:12]([C:36]2[CH:37]=[CH:38][C:39](=[O:49])[N:40]([CH:42]([CH3:48])[C:43]([OH:45])=[O:44])[CH:41]=2)=[N:13][C:14]=1[C:15]1[O:19][N:18]=[C:17]([C:20]2[CH:25]=[CH:24][C:23]([CH2:26][N:27]([C:29]([O:31][C:32]([CH3:35])([CH3:34])[CH3:33])=[O:30])[CH3:28])=[CH:22][CH:21]=2)[CH:16]=1)=[O:51])([CH3:54])([CH3:55])[CH3:56]. (5) Given the reactants [NH2:1][C:2]1[N:6]=[CH:5][NH:4][N:3]=1.[C:7]([C:9]1[CH:14]=[CH:13][C:12]([CH:15]([C:21](OCC)=[O:22])[C:16](OCC)=[O:17])=[CH:11][CH:10]=1)#[N:8].C(N(CCCC)CCCC)CCC.[OH-].[Na+], predict the reaction product. The product is: [OH:17][C:16]1[C:15]([C:12]2[CH:13]=[CH:14][C:9]([C:7]#[N:8])=[CH:10][CH:11]=2)=[C:21]([OH:22])[N:3]2[N:4]=[CH:5][N:6]=[C:2]2[N:1]=1.